From a dataset of Retrosynthesis with 50K atom-mapped reactions and 10 reaction types from USPTO. Predict the reactants needed to synthesize the given product. Given the product CS(=O)(=O)OCCCc1ccc(-c2ccc(F)cc2)nc1, predict the reactants needed to synthesize it. The reactants are: CS(=O)(=O)Cl.OCCCc1ccc(-c2ccc(F)cc2)nc1.